From a dataset of Full USPTO retrosynthesis dataset with 1.9M reactions from patents (1976-2016). Predict the reactants needed to synthesize the given product. (1) The reactants are: [NH2:1][C:2]1[CH:7]=[CH:6][C:5]([CH:8]2[CH2:13][CH2:12][CH2:11][N:10]([CH3:14])[C:9]2=[O:15])=[CH:4][C:3]=1[F:16].[Cl:17][C:18]1[S:22][C:21]([C:23]([NH:25][CH2:26][C@H:27]2[CH2:29][O:28]2)=[O:24])=[CH:20][CH:19]=1. Given the product [Cl:17][C:18]1[S:22][C:21]([C:23]([NH:25][CH2:26][C@H:27]([OH:28])[CH2:29][NH:1][C:2]2[CH:7]=[CH:6][C:5]([CH:8]3[CH2:13][CH2:12][CH2:11][N:10]([CH3:14])[C:9]3=[O:15])=[CH:4][C:3]=2[F:16])=[O:24])=[CH:20][CH:19]=1, predict the reactants needed to synthesize it. (2) Given the product [CH:65]1([C:2]2[CH:3]=[C:4]([C@@:9]([NH:31][C:32](=[O:44])[C:33]3[CH:38]=[CH:37][C:36]([F:39])=[C:35]([C:40]([F:43])([F:41])[F:42])[CH:34]=3)([C:17]3[CH:22]=[C:21]([O:23][C:24]([F:29])([F:28])[CH:25]([F:27])[F:26])[CH:20]=[C:19]([F:30])[CH:18]=3)[CH2:10][C:11]3[CH:12]=[CH:13][CH:14]=[CH:15][CH:16]=3)[CH:5]=[CH:6][C:7]=2[F:8])[CH2:66][CH2:67][CH2:68][CH2:63]1, predict the reactants needed to synthesize it. The reactants are: Br[C:2]1[CH:3]=[C:4]([C@@:9]([NH:31][C:32](=[O:44])[C:33]2[CH:38]=[CH:37][C:36]([F:39])=[C:35]([C:40]([F:43])([F:42])[F:41])[CH:34]=2)([C:17]2[CH:22]=[C:21]([O:23][C:24]([F:29])([F:28])[CH:25]([F:27])[F:26])[CH:20]=[C:19]([F:30])[CH:18]=2)[CH2:10][C:11]2[CH:16]=[CH:15][CH:14]=[CH:13][CH:12]=2)[CH:5]=[CH:6][C:7]=1[F:8].C1COCC1.[CH:67]1(P([CH:63]2[CH2:68][CH2:67][CH2:66][CH2:65]C2)[CH:67]2[CH2:68][CH2:63]C[CH2:65][CH2:66]2)[CH2:68][CH2:63]C[CH2:65][CH2:66]1.[Br-].C1([Zn+])CCCC1. (3) Given the product [CH3:102][CH2:101][CH2:100][CH2:99][CH2:98][CH2:97][CH2:96][CH2:95][CH2:94][CH2:93][O:92][C:75]1[CH:74]=[C:73](/[CH:72]=[CH:71]/[C:69]2[CH:70]=[C:65](/[CH:64]=[CH:63]/[C:46]3[CH:47]=[C:48]([O:50][CH2:51][CH2:52][CH2:53][CH2:54][CH2:55][CH2:56][CH2:57][CH2:58][CH2:59][CH3:60])[CH:49]=[C:44]([O:43][CH2:31][CH2:32][CH2:33][CH2:34][CH2:35][CH2:36][CH2:37][CH2:38][CH2:39][CH3:40])[CH:45]=3)[CH:66]=[C:67](/[CH:105]=[CH:106]/[C:107]3[CH:108]=[C:109]([O:126][CH2:127][CH2:128][CH2:129][CH2:130][CH2:131][CH2:132][CH2:133][CH2:134][CH2:135][CH3:136])[CH:110]=[C:111]([O:113][CH2:114][CH2:115][CH2:116][CH2:117][CH2:118][CH2:119][CH2:120][CH2:121][CH2:122][CH3:123])[CH:112]=3)[CH:68]=2)[CH:78]=[C:77]([O:79][CH2:80][CH2:81][CH2:82][CH2:83][CH2:84][CH2:85][CH2:86][CH2:87][CH2:88][CH3:89])[CH:76]=1, predict the reactants needed to synthesize it. The reactants are: C(C1C(C=CC2C=CC=CC=2)=C(C=CC2C=CC=CC=2)C=CC=1)=CC1C=CC=CC=1.[CH2:31]([O:43][C:44]1[CH:45]=[C:46](/[CH:63]=[CH:64]/[C:65]2[CH:70]=[C:69](/[CH:71]=[CH:72]/[C:73]3[CH:78]=[C:77]([O:79][CH2:80][CH2:81][CH2:82][CH2:83][CH2:84][CH2:85][CH2:86][CH2:87][CH2:88][CH2:89]CC)[CH:76]=[C:75]([O:92][CH2:93][CH2:94][CH2:95][CH2:96][CH2:97][CH2:98][CH2:99][CH2:100][CH2:101][CH2:102]CC)[CH:74]=3)[CH:68]=[C:67](/[CH:105]=[CH:106]/[C:107]3[CH:112]=[C:111]([O:113][CH2:114][CH2:115][CH2:116][CH2:117][CH2:118][CH2:119][CH2:120][CH2:121][CH2:122][CH2:123]CC)[CH:110]=[C:109]([O:126][CH2:127][CH2:128][CH2:129][CH2:130][CH2:131][CH2:132][CH2:133][CH2:134][CH2:135][CH2:136]CC)[CH:108]=3)[CH:66]=2)[CH:47]=[C:48]([O:50][CH2:51][CH2:52][CH2:53][CH2:54][CH2:55][CH2:56][CH2:57][CH2:58][CH2:59][CH2:60]CC)[CH:49]=1)[CH2:32][CH2:33][CH2:34][CH2:35][CH2:36][CH2:37][CH2:38][CH2:39][CH2:40]CC. (4) Given the product [CH2:27]([O:26][CH2:25][N:15]1[C:14]([C:13]2[C:8]([NH:7][CH2:6][C:3]3[S:4][CH:5]=[CH:1][CH:2]=3)=[CH:9][C:10]([Cl:23])=[C:11]([S:19]([NH2:22])(=[O:21])=[O:20])[CH:12]=2)=[N:18][N:17]=[N:16]1)[C:28]1[CH:33]=[CH:32][CH:31]=[CH:30][CH:29]=1, predict the reactants needed to synthesize it. The reactants are: [CH:1]1[CH:2]=[C:3]([CH2:6][NH:7][C:8]2[C:13]([C:14]3[N:18]=[N:17][NH:16][N:15]=3)=[CH:12][C:11]([S:19]([NH2:22])(=[O:21])=[O:20])=[C:10]([Cl:23])[CH:9]=2)[S:4][CH:5]=1.Cl[CH2:25][O:26][CH2:27][C:28]1[CH:33]=[CH:32][CH:31]=[CH:30][CH:29]=1.C(N(CC)CC)C.[I-].[Na+]. (5) The reactants are: [OH-].[K+].Cl.[NH2:4][CH:5]([CH2:11][C:12]([F:15])([F:14])[F:13])[C:6]([O:8]CC)=[O:7].[C:16](#[N:19])[CH:17]=[CH2:18]. Given the product [C:16]([CH2:17][CH2:18][NH:4][CH:5]([CH2:11][C:12]([F:13])([F:14])[F:15])[C:6]([OH:8])=[O:7])#[N:19], predict the reactants needed to synthesize it. (6) Given the product [Cl:1][C:2]1[CH:3]=[CH:4][C:5]2[N:11]3[CH:12]=[CH:13][CH:14]=[C:10]3[C@@H:9]([CH2:15][CH2:16][N:17]3[CH:21]=[C:20]([CH2:22][O:23][C:24]([CH2:29][CH3:30])([CH2:31][CH3:32])[C:25]([OH:27])=[O:26])[N:19]=[N:18]3)[O:8][C@H:7]([C:33]3[CH:38]=[CH:37][CH:36]=[C:35]([O:39][CH3:40])[C:34]=3[O:41][CH3:42])[C:6]=2[CH:43]=1, predict the reactants needed to synthesize it. The reactants are: [Cl:1][C:2]1[CH:3]=[CH:4][C:5]2[N:11]3[CH:12]=[CH:13][CH:14]=[C:10]3[C@@H:9]([CH2:15][CH2:16][N:17]3[CH:21]=[C:20]([CH2:22][O:23][C:24]([CH2:31][CH3:32])([CH2:29][CH3:30])[C:25]([O:27]C)=[O:26])[N:19]=[N:18]3)[O:8][C@H:7]([C:33]3[CH:38]=[CH:37][CH:36]=[C:35]([O:39][CH3:40])[C:34]=3[O:41][CH3:42])[C:6]=2[CH:43]=1.[OH-].[Na+]. (7) Given the product [CH3:3][N:4]([CH3:19])[CH2:5][CH2:6][O:7][C:8]1[CH:12]=[C:11]([C:13]([OH:15])=[O:14])[N:10]([CH3:18])[N:9]=1, predict the reactants needed to synthesize it. The reactants are: [OH-].[K+].[CH3:3][N:4]([CH3:19])[CH2:5][CH2:6][O:7][C:8]1[CH:12]=[C:11]([C:13]([O:15]CC)=[O:14])[N:10]([CH3:18])[N:9]=1.Cl. (8) Given the product [CH2:1]([N:8]([C:36]([O:38][C:39]([CH3:42])([CH3:41])[CH3:40])=[O:37])[CH2:9][CH2:10][C:11]1[CH:12]=[CH:13][C:14]([S:17]([C:20]2[CH:35]=[CH:34][C:23]([O:24][C:25]3[CH:33]=[CH:32][CH:31]=[CH:30][C:26]=3[C:27]([O:29][CH2:50][CH3:51])=[O:28])=[CH:22][CH:21]=2)(=[O:18])=[O:19])=[CH:15][CH:16]=1)[C:2]1[CH:7]=[CH:6][CH:5]=[CH:4][CH:3]=1, predict the reactants needed to synthesize it. The reactants are: [CH2:1]([N:8]([C:36]([O:38][C:39]([CH3:42])([CH3:41])[CH3:40])=[O:37])[CH2:9][CH2:10][C:11]1[CH:16]=[CH:15][C:14]([S:17]([C:20]2[CH:35]=[CH:34][C:23]([O:24][C:25]3[CH:33]=[CH:32][CH:31]=[CH:30][C:26]=3[C:27]([OH:29])=[O:28])=[CH:22][CH:21]=2)(=[O:19])=[O:18])=[CH:13][CH:12]=1)[C:2]1[CH:7]=[CH:6][CH:5]=[CH:4][CH:3]=1.C(=O)([O-])[O-].[K+].[K+].I[CH2:50][CH3:51].O. (9) Given the product [N+:39]([C:42]1[CH:43]=[C:44]2[C:48](=[CH:49][CH:50]=1)[N:47]([CH:1]1[CH2:4][CH2:3][CH2:2]1)[N:46]=[CH:45]2)([O-:41])=[O:40].[N+:39]([C:42]1[CH:50]=[CH:49][C:48]2[C:44](=[CH:45][N:46]([CH:22]3[CH2:23][CH2:24][CH2:19]3)[N:47]=2)[CH:43]=1)([O-:41])=[O:40], predict the reactants needed to synthesize it. The reactants are: [CH:1]1(O)[CH2:4][CH2:3][CH2:2]1.[C:23]1(P([C:19]2[CH:24]=[CH:23][CH:22]=CC=2)[C:23]2[CH:22]=CC=[CH:19][CH:24]=2)[CH:22]=CC=[CH:19][CH:24]=1.N(C(OC(C)C)=O)=NC(OC(C)C)=O.[N+:39]([C:42]1[CH:43]=[C:44]2[C:48](=[CH:49][CH:50]=1)[NH:47][N:46]=[CH:45]2)([O-:41])=[O:40]. (10) Given the product [CH2:1]([O:3][C:4](=[O:12])[CH2:5][C:6]1[N:7]=[C:8]([S:11][CH2:19][C:18]([O:17][C:13]([CH3:16])([CH3:15])[CH3:14])=[O:21])[S:9][CH:10]=1)[CH3:2], predict the reactants needed to synthesize it. The reactants are: [CH2:1]([O:3][C:4](=[O:12])[CH2:5][C:6]1[N:7]=[C:8]([SH:11])[S:9][CH:10]=1)[CH3:2].[C:13]([O:17][C:18](=[O:21])[CH2:19]Br)([CH3:16])([CH3:15])[CH3:14].